Predict the product of the given reaction. From a dataset of Forward reaction prediction with 1.9M reactions from USPTO patents (1976-2016). (1) Given the reactants [Cl:1][C:2]1[CH:7]=[CH:6][C:5]([CH:8]([NH2:15])[CH:9]2[CH2:14][CH2:13][NH:12][CH2:11][CH2:10]2)=[CH:4][CH:3]=1.Cl[C:17]1[N:25]=[CH:24][N:23]=[C:22]2[C:18]=1[NH:19][CH:20]=[N:21]2, predict the reaction product. The product is: [Cl:1][C:2]1[CH:7]=[CH:6][C:5]([CH:8]([NH2:15])[CH:9]2[CH2:14][CH2:13][N:12]([C:17]3[N:25]=[CH:24][N:23]=[C:22]4[C:18]=3[N:19]=[CH:20][NH:21]4)[CH2:11][CH2:10]2)=[CH:4][CH:3]=1. (2) Given the reactants [Cl:1][C:2]1[CH:24]=[CH:23][CH:22]=[C:21]([Cl:25])[C:3]=1[C:4]([NH:6][C@H:7]([C:18]([OH:20])=[O:19])[CH2:8][C:9]1[CH:14]=[CH:13][C:12]([N+:15]([O-:17])=[O:16])=[CH:11][CH:10]=1)=[O:5].CS(O)(=O)=O.[CH3:31][CH:32](O)[CH3:33], predict the reaction product. The product is: [CH:32]([O:19][C:18](=[O:20])[C@H:7]([CH2:8][C:9]1[CH:10]=[CH:11][C:12]([N+:15]([O-:17])=[O:16])=[CH:13][CH:14]=1)[NH:6][C:4](=[O:5])[C:3]1[C:2]([Cl:1])=[CH:24][CH:23]=[CH:22][C:21]=1[Cl:25])([CH3:33])[CH3:31]. (3) Given the reactants [NH2:1][C:2]1[CH:7]=[CH:6][C:5]([CH2:8][C@H:9]([NH:15][C:16]([O:18][C:19]([CH3:22])([CH3:21])[CH3:20])=[O:17])[C:10]([O:12][CH2:13][CH3:14])=[O:11])=[CH:4][CH:3]=1.CC[N:25]([CH:29]([CH3:31])C)[CH:26]([CH3:28])C.CO.C(Cl)Cl, predict the reaction product. The product is: [C:19]([O:18][C:16]([NH:15][C@@H:9]([CH2:8][C:5]1[CH:4]=[CH:3][C:2]([NH:1][C:26]2[C:28]3[C:31](=[CH:29][N:25]=[CH:26][CH:28]=3)[CH:31]=[CH:29][N:25]=2)=[CH:7][CH:6]=1)[C:10]([O:12][CH2:13][CH3:14])=[O:11])=[O:17])([CH3:21])([CH3:20])[CH3:22].